Dataset: Full USPTO retrosynthesis dataset with 1.9M reactions from patents (1976-2016). Task: Predict the reactants needed to synthesize the given product. (1) Given the product [CH2:1]([O:3][C:4]([C:6]1[C:7]([O:25][C:26](=[O:28])[CH3:27])=[C:8]2[C:16]([Cl:36])=[CH:15][N:14]([CH2:17][C:18]3[CH:23]=[CH:22][CH:21]=[CH:20][C:19]=3[F:24])[C:9]2=[C:10]([C:12]#[N:13])[N:11]=1)=[O:5])[CH3:2], predict the reactants needed to synthesize it. The reactants are: [CH2:1]([O:3][C:4]([C:6]1[C:7]([O:25][C:26](=[O:28])[CH3:27])=[C:8]2[CH:16]=[CH:15][N:14]([CH2:17][C:18]3[CH:23]=[CH:22][CH:21]=[CH:20][C:19]=3[F:24])[C:9]2=[C:10]([C:12]#[N:13])[N:11]=1)=[O:5])[CH3:2].C1C(=O)N([Cl:36])C(=O)C1. (2) Given the product [C:1]1([C:18]2[CH:19]=[CH:20][CH:21]=[CH:22][CH:23]=2)[CH:2]=[CH:3][C:4]([O:7][CH2:8][C:9]2[CH:10]=[C:11]([C:15]([NH:34][S:31]([C:26]3[CH:27]=[CH:28][CH:29]=[CH:30][C:25]=3[CH3:24])(=[O:32])=[O:33])=[O:16])[O:12][C:13]=2[CH3:14])=[CH:5][CH:6]=1, predict the reactants needed to synthesize it. The reactants are: [C:1]1([C:18]2[CH:23]=[CH:22][CH:21]=[CH:20][CH:19]=2)[CH:6]=[CH:5][C:4]([O:7][CH2:8][C:9]2[CH:10]=[C:11]([C:15](O)=[O:16])[O:12][C:13]=2[CH3:14])=[CH:3][CH:2]=1.[CH3:24][C:25]1[CH:30]=[CH:29][CH:28]=[CH:27][C:26]=1[S:31]([NH2:34])(=[O:33])=[O:32].Cl.CN(C)CCCN=C=NCC.